From a dataset of Full USPTO retrosynthesis dataset with 1.9M reactions from patents (1976-2016). Predict the reactants needed to synthesize the given product. (1) Given the product [OH:22][CH2:21][C@H:20]1[CH2:19][C:18]2[NH:17][N:16]=[CH:15][C:14]=2[CH2:13][C@@:12]1([C@H:11]1[CH2:10][CH2:9][C@@:8]2([CH3:24])[C@@H:4]([CH2:5][CH2:6][C:7]2=[CH2:25])[C@@H:3]1[CH2:1][OH:2])[CH3:23], predict the reactants needed to synthesize it. The reactants are: [CH:1]([C@@H:3]1[C@@H:11]([C@:12]2([CH3:23])[C@@H:20]([CH:21]=[O:22])[CH2:19][C:18]3[NH:17][N:16]=[CH:15][C:14]=3[CH2:13]2)[CH2:10][CH2:9][C@@:8]2([CH3:24])[C@H:4]1[CH2:5][CH2:6][C:7]2=[CH2:25])=[O:2].[BH4-].[Na+].CC(O)=O. (2) Given the product [C:11]1([C:2]2[CH:3]=[C:4]3[CH:10]=[CH:9][NH:8][C:5]3=[N:6][CH:7]=2)[CH:16]=[CH:15][CH:14]=[CH:13][CH:12]=1, predict the reactants needed to synthesize it. The reactants are: Br[C:2]1[CH:3]=[C:4]2[CH:10]=[CH:9][NH:8][C:5]2=[N:6][CH:7]=1.[C:11]1(B(O)O)[CH:16]=[CH:15][CH:14]=[CH:13][CH:12]=1.C(=O)([O-])[O-].[K+].[K+].Cl. (3) The reactants are: Cl[C:2]1[N:7]=[C:6]([NH2:8])[C:5]([N+:9]([O-:11])=[O:10])=[CH:4][CH:3]=1.[NH:12]1[CH2:17][CH2:16][CH2:15][C@@H:14]([C:18]([O:20][CH2:21][CH3:22])=[O:19])[CH2:13]1.C(N(CC)CC)C. Given the product [NH2:8][C:6]1[N:7]=[C:2]([N:12]2[CH2:17][CH2:16][CH2:15][C@@H:14]([C:18]([O:20][CH2:21][CH3:22])=[O:19])[CH2:13]2)[CH:3]=[CH:4][C:5]=1[N+:9]([O-:11])=[O:10], predict the reactants needed to synthesize it. (4) Given the product [F:5][C:6]1[CH:11]=[C:10]([F:12])[CH:9]=[C:8]2[C:7]=1[CH2:13][CH2:14][C:15]2=[O:17], predict the reactants needed to synthesize it. The reactants are: S(Cl)(Cl)=O.[F:5][C:6]1[CH:11]=[C:10]([F:12])[CH:9]=[CH:8][C:7]=1[CH2:13][CH2:14][C:15]([OH:17])=O. (5) The reactants are: O[N:2]=[C:3]([C:9](=[O:17])[CH2:10][CH2:11][C:12]([O:14][CH2:15][CH3:16])=[O:13])[C:4]([O:6][CH2:7][CH3:8])=[O:5].[C:18](OC(=O)C)(=[O:20])[CH3:19]. Given the product [C:18]([NH:2][CH:3]([C:9](=[O:17])[CH2:10][CH2:11][C:12]([O:14][CH2:15][CH3:16])=[O:13])[C:4]([O:6][CH2:7][CH3:8])=[O:5])(=[O:20])[CH3:19], predict the reactants needed to synthesize it. (6) Given the product [OH:16][CH:13]1[CH2:14][CH2:15][N:10]([CH2:2][C:3]([O:5][C:6]([CH3:9])([CH3:8])[CH3:7])=[O:4])[CH2:11][CH2:12]1, predict the reactants needed to synthesize it. The reactants are: Br[CH2:2][C:3]([O:5][C:6]([CH3:9])([CH3:8])[CH3:7])=[O:4].[NH:10]1[CH2:15][CH2:14][CH:13]([OH:16])[CH2:12][CH2:11]1. (7) The reactants are: Br[C:2]1[C:3]([C:27]([CH3:30])([CH3:29])[CH3:28])=[N:4][N:5]2[C:10]([C:11]3[CH:16]=[CH:15][C:14]([CH3:17])=[CH:13][CH:12]=3)=[C:9]([CH:18]([CH2:23][CH2:24][CH3:25])[C:19]([O:21][CH3:22])=[O:20])[C:8]([CH3:26])=[N:7][C:6]=12.[C:31](=O)([O-])[O-].[K+].[K+].CB1OB(C)OB(C)O1.ClCCl. Given the product [C:27]([C:3]1[C:2]([CH3:31])=[C:6]2[N:7]=[C:8]([CH3:26])[C:9]([CH:18]([CH2:23][CH2:24][CH3:25])[C:19]([O:21][CH3:22])=[O:20])=[C:10]([C:11]3[CH:12]=[CH:13][C:14]([CH3:17])=[CH:15][CH:16]=3)[N:5]2[N:4]=1)([CH3:29])([CH3:30])[CH3:28], predict the reactants needed to synthesize it.